Dataset: Forward reaction prediction with 1.9M reactions from USPTO patents (1976-2016). Task: Predict the product of the given reaction. (1) The product is: [CH3:1][C:2]1[C:7]([CH:8]=[O:9])=[C:6]([CH3:10])[CH:5]=[CH:4][N:3]=1. Given the reactants [CH3:1][C:2]1[C:7]([CH2:8][OH:9])=[C:6]([CH3:10])[CH:5]=[CH:4][N:3]=1, predict the reaction product. (2) Given the reactants C=O.[CH2:3]([NH2:10])[C:4]1[CH:9]=[CH:8][CH:7]=[CH:6][CH:5]=1.[CH3:11][CH:12](C)[C:13](=[O:15])C.Cl.C=O.[CH2:20](N)C1C=CC=CC=1.C(N([CH:34]([CH3:36])[CH3:35])CC)(C)C.[OH-].[K+], predict the reaction product. The product is: [CH2:3]([N:10]1[CH2:11][CH2:12][C:13](=[O:15])[C:34]([CH3:35])([CH3:36])[CH2:20]1)[C:4]1[CH:9]=[CH:8][CH:7]=[CH:6][CH:5]=1. (3) Given the reactants Cl[C:2]1[CH:11]=[CH:10][N:9]=[C:8]2[C:3]=1[CH:4]=[CH:5][C:6]([CH3:12])=[N:7]2.[NH2:13][C:14]1[CH:27]=[C:26]([Cl:28])[CH:25]=[CH:24][C:15]=1[O:16][C:17]1[CH:22]=[CH:21][C:20]([OH:23])=[CH:19][CH:18]=1, predict the reaction product. The product is: [Cl:28][C:26]1[CH:25]=[CH:24][C:15]([O:16][C:17]2[CH:18]=[CH:19][C:20]([OH:23])=[CH:21][CH:22]=2)=[C:14]([NH:13][C:2]2[C:3]3[C:8](=[N:7][C:6]([CH3:12])=[CH:5][CH:4]=3)[N:9]=[CH:10][CH:11]=2)[CH:27]=1.